From a dataset of Full USPTO retrosynthesis dataset with 1.9M reactions from patents (1976-2016). Predict the reactants needed to synthesize the given product. (1) Given the product [CH2:37]1[O:36][C:33]2[CH:34]=[CH:35][C:30]([CH2:29][N:14]([S:15]([C:18]3[C:23]([CH3:24])=[CH:22][C:21]([O:25][CH3:26])=[C:20]([CH3:27])[C:19]=3[CH3:28])(=[O:17])=[O:16])[C@H:10]([CH:11]([CH3:13])[CH3:12])[C:9]([OH:39])=[O:8])=[CH:31][C:32]=2[O:38]1, predict the reactants needed to synthesize it. The reactants are: C([O:8][C:9](=[O:39])[C@H:10]([N:14]([CH2:29][C:30]1[CH:35]=[CH:34][C:33]2[O:36][CH2:37][O:38][C:32]=2[CH:31]=1)[S:15]([C:18]1[C:23]([CH3:24])=[CH:22][C:21]([O:25][CH3:26])=[C:20]([CH3:27])[C:19]=1[CH3:28])(=[O:17])=[O:16])[CH:11]([CH3:13])[CH3:12])C1C=CC=CC=1. (2) Given the product [F:37][C:36]([F:39])([F:38])[C:34]([OH:40])=[O:35].[F:33][C:2]([F:1])([F:32])[C:3]1[CH:4]=[CH:5][C:6]([O:9][C:10]2[CH:11]=[C:12]([CH:16]3[CH2:19][C:18]4([CH2:20][CH2:21][NH:22][CH2:23][CH2:24]4)[CH2:17]3)[CH:13]=[CH:14][CH:15]=2)=[N:7][CH:8]=1, predict the reactants needed to synthesize it. The reactants are: [F:1][C:2]([F:33])([F:32])[C:3]1[CH:4]=[CH:5][C:6]([O:9][C:10]2[CH:11]=[C:12]([CH:16]3[CH2:19][C:18]4([CH2:24][CH2:23][N:22](C(OC(C)(C)C)=O)[CH2:21][CH2:20]4)[CH2:17]3)[CH:13]=[CH:14][CH:15]=2)=[N:7][CH:8]=1.[C:34]([OH:40])([C:36]([F:39])([F:38])[F:37])=[O:35]. (3) Given the product [Br:1][C:2]1[CH:7]=[CH:6][C:5]([C:28]2[CH:29]=[C:11]([CH3:12])[CH:27]=[CH:26][N:25]=2)=[CH:4][CH:31]=1, predict the reactants needed to synthesize it. The reactants are: [Br:1][C:2]1[CH:7]=[C:6](C(O)=O)[CH:5]=[CH:4]N=1.[CH3:11][CH2:12]N=C=NCCCN(C)C.Cl.C([N:25]([CH2:28][CH3:29])[CH2:26][CH3:27])C.Cl.[CH3:31]NOC. (4) Given the product [F:1][C:2]1[CH:3]=[C:4]([C:10]#[C:11][CH2:12][CH2:13][NH2:14])[C:5]([O:8][CH3:9])=[N:6][CH:7]=1, predict the reactants needed to synthesize it. The reactants are: [F:1][C:2]1[CH:3]=[C:4]([C:10]#[C:11][CH2:12][CH2:13][N:14]2C(=O)C3C(=CC=CC=3)C2=O)[C:5]([O:8][CH3:9])=[N:6][CH:7]=1.NN. (5) Given the product [F:1][C:2]1[CH:33]=[C:32]([F:34])[CH:31]=[CH:30][C:3]=1[O:4][C:5]1[N:10]=[C:9]2[NH:11][N:12]=[C:13]([C:14]3[CH:19]=[CH:18][C:17]([O:20][CH2:52][CH:48]([OH:49])[CH2:47][OH:46])=[CH:16][C:15]=3[CH3:21])[C:8]2=[CH:7][N:6]=1, predict the reactants needed to synthesize it. The reactants are: [F:1][C:2]1[CH:33]=[C:32]([F:34])[CH:31]=[CH:30][C:3]=1[O:4][C:5]1[N:10]=[C:9]2[N:11](COCC[Si](C)(C)C)[N:12]=[C:13]([C:14]3[CH:19]=[CH:18][C:17]([OH:20])=[CH:16][C:15]=3[CH3:21])[C:8]2=[CH:7][N:6]=1.[H-].[Na+].C1(C)C=CC(S([O:46][CH2:47][CH:48]2[CH2:52]OC(C)(C)[O:49]2)(=O)=O)=CC=1. (6) The reactants are: [F:1][C:2]([F:7])([F:6])[C:3]([OH:5])=[O:4].C([N:27]1[CH:31]=[C:30]([CH:32]=[CH:33][CH2:34][CH2:35][CH2:36][C:37]([OH:39])=[O:38])[N:29]=[CH:28]1)(C1C=CC=CC=1)(C1C=CC=CC=1)C1C=CC=CC=1. Given the product [F:1][C:2]([F:7])([F:6])[C:3]([OH:5])=[O:4].[NH:27]1[CH:31]=[C:30]([CH:32]=[CH:33][CH2:34][CH2:35][CH2:36][C:37]([OH:39])=[O:38])[N:29]=[CH:28]1, predict the reactants needed to synthesize it. (7) Given the product [N:1]([CH2:4][CH:5]1[NH:10][C:9]2[C:11]([C:22]3[CH:23]=[CH:24][C:19]([O:18][CH3:17])=[CH:20][C:21]=3[CH3:28])=[CH:12][C:13]([Cl:15])=[CH:14][C:8]=2[O:7][CH2:6]1)=[N+:2]=[N-:3], predict the reactants needed to synthesize it. The reactants are: [N:1]([CH2:4][CH:5]1[NH:10][C:9]2[C:11](Br)=[CH:12][C:13]([Cl:15])=[CH:14][C:8]=2[O:7][CH2:6]1)=[N+:2]=[N-:3].[CH3:17][O:18][C:19]1[CH:24]=[CH:23][C:22](B(O)O)=[C:21]([CH3:28])[CH:20]=1.